Task: Predict which catalyst facilitates the given reaction.. Dataset: Catalyst prediction with 721,799 reactions and 888 catalyst types from USPTO (1) Reactant: [CH3:1][C@H:2]1[C@@H](C#N)[CH2:6][CH2:5][O:4][CH2:3]1.[C:10]([OH:13])(=[O:12])[CH3:11]. Product: [CH3:1][C@H:2]1[C@@H:11]([C:10]([OH:13])=[O:12])[CH2:6][CH2:5][O:4][CH2:3]1. The catalyst class is: 33. (2) Reactant: [C:1]([C:3]1[CH:4]=[C:5]([CH:10]=[CH:11][C:12]=1[O:13]C1C=CC2CCN(C3CCC3)CCC=2C=1)[C:6]([NH:8][CH3:9])=[O:7])#[N:2].B(Br)(Br)Br.O.Cl. Product: [C:1]([C:3]1[CH:4]=[C:5]([CH:10]=[CH:11][C:12]=1[OH:13])[C:6]([NH:8][CH3:9])=[O:7])#[N:2]. The catalyst class is: 4. (3) Reactant: CS([C:4]1[N:9]=[CH:8][C:7]2=[CH:10][CH:11]=[C:12]([C:13]3[CH:18]=[CH:17][CH:16]=[CH:15][C:14]=3[O:19][CH3:20])[N:6]2[N:5]=1)=O.C(N(CC)C(C)C)(C)C.[NH2:30][C:31]1[CH:32]=[C:33]2[C:37](=[CH:38][CH:39]=1)[NH:36][CH:35]=[CH:34]2. Product: [NH:36]1[C:37]2[C:33](=[CH:32][C:31]([NH:30][C:4]3[N:9]=[CH:8][C:7]4=[CH:10][CH:11]=[C:12]([C:13]5[CH:18]=[CH:17][CH:16]=[CH:15][C:14]=5[O:19][CH3:20])[N:6]4[N:5]=3)=[CH:39][CH:38]=2)[CH:34]=[CH:35]1. The catalyst class is: 141. (4) Reactant: [OH:1][C:2]1[CH:7]=[CH:6][CH:5]=[CH:4][C:3]=1[CH2:8][C:9]([NH2:11])=[O:10].C(=O)([O-])[O-].[K+].[K+].Br[C:19]([CH3:28])([CH3:27])[C:20]([O:22][C:23]([CH3:26])([CH3:25])[CH3:24])=[O:21].O. Product: [NH2:11][C:9]([CH2:8][C:3]1[CH:4]=[CH:5][CH:6]=[CH:7][C:2]=1[O:1][C:19]([CH3:28])([CH3:27])[C:20]([O:22][C:23]([CH3:26])([CH3:25])[CH3:24])=[O:21])=[O:10]. The catalyst class is: 10. (5) Reactant: [OH-].[Na+].[I:3][C:4]1[C:9]([O:10][CH3:11])=[C:8]([OH:12])[CH:7]=[C:6]([I:13])[N:5]=1.I[CH2:15][CH2:16][CH2:17][O:18][CH3:19].O. Product: [I:3][C:4]1[C:9]([O:10][CH3:11])=[C:8]([O:12][CH2:15][CH2:16][CH2:17][O:18][CH3:19])[CH:7]=[C:6]([I:13])[N:5]=1. The catalyst class is: 42.